Predict the reactants needed to synthesize the given product. From a dataset of Full USPTO retrosynthesis dataset with 1.9M reactions from patents (1976-2016). (1) Given the product [CH3:34][O:33][C:32]1[CH:35]=[CH:36][C:28]([CH:27]=[O:26])=[CH:29][C:30]=1[O:23][CH2:22][CH2:21][C:18]1[CH:17]=[CH:16][C:15]([C:14]([F:24])([F:25])[F:13])=[CH:20][CH:19]=1, predict the reactants needed to synthesize it. The reactants are: N(C(OCC)=O)=NC(OCC)=O.[F:13][C:14]([F:25])([F:24])[C:15]1[CH:20]=[CH:19][C:18]([CH2:21][CH2:22][OH:23])=[CH:17][CH:16]=1.[O:26]=[CH:27][C:28]1[CH:36]=[CH:35][C:32]([O:33][CH3:34])=[C:30](O)[CH:29]=1.C1(P(C2C=CC=CC=2)C2C=CC=CC=2)C=CC=CC=1. (2) The reactants are: [C:1]([CH:3]([CH:9]1[CH2:11][CH2:10]1)[C:4]([O:6][CH2:7][CH3:8])=[O:5])#[N:2].Br[CH2:13][CH2:14][NH:15][C:16](=[O:25])[O:17][CH2:18][C:19]1[CH:24]=[CH:23][CH:22]=[CH:21][CH:20]=1.C(=O)([O-])[O-].[K+].[K+].O. Given the product [CH2:18]([O:17][C:16]([NH:15][CH2:14][CH2:13][C:3]([C:1]#[N:2])([CH:9]1[CH2:10][CH2:11]1)[C:4]([O:6][CH2:7][CH3:8])=[O:5])=[O:25])[C:19]1[CH:24]=[CH:23][CH:22]=[CH:21][CH:20]=1, predict the reactants needed to synthesize it. (3) Given the product [NH2:23][C:19]1[N:18]=[C:17]([C:9]2[N:10]=[C:11]([C:13]([CH3:16])([CH3:15])[CH3:14])[S:12][C:8]=2[C:4]2[CH:3]=[C:2]([NH:1][C:25]([NH:24][C:27]3[CH:28]=[CH:29][C:30]([C:33]([F:34])([F:35])[F:36])=[CH:31][CH:32]=3)=[O:26])[CH:7]=[CH:6][CH:5]=2)[CH:22]=[CH:21][N:20]=1, predict the reactants needed to synthesize it. The reactants are: [NH2:1][C:2]1[CH:3]=[C:4]([C:8]2[S:12][C:11]([C:13]([CH3:16])([CH3:15])[CH3:14])=[N:10][C:9]=2[C:17]2[CH:22]=[CH:21][N:20]=[C:19]([NH2:23])[N:18]=2)[CH:5]=[CH:6][CH:7]=1.[N:24]([C:27]1[CH:32]=[CH:31][C:30]([C:33]([F:36])([F:35])[F:34])=[CH:29][CH:28]=1)=[C:25]=[O:26]. (4) Given the product [Cl:40][C:23]1[S:22][C:21]([C:18]2[CH:19]=[CH:20][C:15]([C:12]3[CH:13]=[CH:14][C:9]([C:6]4([C:4]([OH:5])=[O:3])[CH2:8][CH2:7]4)=[CH:10][CH:11]=3)=[C:16]([O:41][CH3:42])[CH:17]=2)=[C:25]([NH:26][C:27]([O:29][C@@H:30]([C:32]2[CH:37]=[CH:36][C:35]([F:38])=[C:34]([F:39])[CH:33]=2)[CH3:31])=[O:28])[CH:24]=1, predict the reactants needed to synthesize it. The reactants are: C([O:3][C:4]([C:6]1([C:9]2[CH:14]=[CH:13][C:12]([C:15]3[CH:20]=[CH:19][C:18]([C:21]4[S:22][C:23]([Cl:40])=[CH:24][C:25]=4[NH:26][C:27]([O:29][C@@H:30]([C:32]4[CH:37]=[CH:36][C:35]([F:38])=[C:34]([F:39])[CH:33]=4)[CH3:31])=[O:28])=[CH:17][C:16]=3[O:41][CH3:42])=[CH:11][CH:10]=2)[CH2:8][CH2:7]1)=[O:5])C.[OH-].[Na+].Cl. (5) Given the product [ClH:1].[CH2:81]([O:80][C:79](=[O:83])[CH2:78][CH2:77][C@H:76]([NH:75][S:87]([C:90]1[C:91]([CH3:92])=[CH:93][C:94]([O:95][CH3:96])=[C:97]([CH3:98])[C:99]=1[CH3:100])(=[O:88])=[O:89])[C:68]([NH:67][CH:58]([CH2:57][C:53]1[CH:52]=[C:51]2[C:56](=[CH:55][CH:54]=1)[C:47]([NH2:46])=[N:48][CH:49]=[CH:50]2)[C:59](=[O:66])[N:60]1[CH2:61][CH2:62][CH2:63][CH2:64][CH2:65]1)=[O:74])[CH3:82], predict the reactants needed to synthesize it. The reactants are: [ClH:1].NC1C2C(=CC(CC(NC(=O)CNS(C3C(C)=C(C)C4OC(C)(C)CCC=4C=3C)(=O)=O)C(=O)N3CCCCC3)=CC=2)C=CN=1.[NH2:46][C:47]1[C:56]2[C:51](=[CH:52][C:53]([CH2:57][CH:58]([NH:67][C:68](=[O:74])OC(C)(C)C)[C:59](=[O:66])[N:60]3[CH2:65][CH2:64][CH2:63][CH2:62][CH2:61]3)=[CH:54][CH:55]=2)[CH:50]=[CH:49][N:48]=1.[NH:75]([S:87]([C:90]1[C:99]([CH3:100])=[C:97]([CH3:98])[C:94]([O:95][CH3:96])=[CH:93][C:91]=1[CH3:92])(=[O:89])=[O:88])[C@H:76](C(O)=O)[CH2:77][CH2:78][C:79](=[O:83])[O:80][CH2:81][CH3:82].N(C(OCC1C2C(=CC=CC=2)C2C1=CC=CC=2)=O)[C@H](C(OC(C)(C)C)=O)CCC(=O)O.[Cl-].N1(C(=O)C[C@H](NS(C2C(C)=CC(OC)=C(C)C=2C)(=O)=O)C(O)=O)CCOCC1. (6) Given the product [Cl:21][C:22]1[CH:27]=[CH:26][C:25]([C:28]2[NH:29][C:30]3[N:31]([N:35]=[CH:36][C:37]=3[C:38]3[O:39][CH:1]=[CH:2][N:40]=3)[C:32](=[O:34])[CH:33]=2)=[CH:24][C:23]=1[O:41][CH2:42][CH3:43], predict the reactants needed to synthesize it. The reactants are: [CH3:1][C:2]1C=CC(S(O)(=O)=O)=CC=1.BrCC(OCC)OCC.[Cl:21][C:22]1[CH:27]=[CH:26][C:25]([C:28]2[NH:29][C:30]3[N:31]([N:35]=[CH:36][C:37]=3[C:38]([NH2:40])=[O:39])[C:32](=[O:34])[CH:33]=2)=[CH:24][C:23]=1[O:41][CH2:42][CH3:43]. (7) Given the product [CH:26]1([NH:25][CH2:33][C:35]2[S:39][C:38]([B:40]([OH:42])[OH:41])=[CH:37][CH:36]=2)[CH2:22][CH2:27]1, predict the reactants needed to synthesize it. The reactants are: C(NCC1SC(C2C=C3C(=C(C(N)=O)C=2)NC=C3[CH:22]2[CH2:27][CH2:26][N:25](S(CC)(=O)=O)CC2)=CC=1)C.[CH:33]([C:35]1[S:39][C:38]([B:40]([OH:42])[OH:41])=[CH:37][CH:36]=1)=O.C1(N)CC1.[BH3-]C#N.[Na+]. (8) Given the product [CH3:28][O:29][C:30](=[O:31])[CH2:32][C:33]1[CH:38]=[CH:37][CH:36]=[C:35]([CH2:24][C:21]2[CH:22]=[CH:23][C:18]([C:17]3[O:16][N:15]=[C:14]([CH3:26])[C:13]=3[NH:12][C:11]([O:10][C@@H:8]([C:3]3[CH:4]=[CH:5][CH:6]=[CH:7][C:2]=3[F:1])[CH3:9])=[O:27])=[CH:19][CH:20]=2)[CH:34]=1, predict the reactants needed to synthesize it. The reactants are: [F:1][C:2]1[CH:7]=[CH:6][CH:5]=[CH:4][C:3]=1[C@H:8]([O:10][C:11](=[O:27])[NH:12][C:13]1[C:14]([CH3:26])=[N:15][O:16][C:17]=1[C:18]1[CH:23]=[CH:22][C:21]([CH2:24]Cl)=[CH:20][CH:19]=1)[CH3:9].[CH3:28][O:29][C:30]([CH2:32][C:33]1[CH:34]=[C:35](B(O)O)[CH:36]=[CH:37][CH:38]=1)=[O:31]. (9) Given the product [CH2:12]([CH:1]1[CH2:2][CH2:3][CH2:4][CH2:5][C:6]1=[O:17])[CH2:13][CH3:14], predict the reactants needed to synthesize it. The reactants are: [C:1]1(N2CCCC2)[CH2:6][CH2:5][CH2:4][CH2:3][CH:2]=1.[CH2:12](Br)[CH2:13][CH3:14].O.[OH:17]S(O)(=O)=O. (10) Given the product [CH2:27]([O:26][C:24]([NH:8][CH:9]1[CH2:14][CH2:13][NH:12][CH2:11][CH:10]1[F:22])=[O:25])[C:28]1[CH:33]=[CH:32][CH:31]=[CH:30][CH:29]=1, predict the reactants needed to synthesize it. The reactants are: C([NH:8][C@H:9]1[CH2:14][CH2:13][N:12](C(OC(C)(C)C)=O)[CH2:11][C@H:10]1[F:22])C1C=CC=CC=1.Cl[C:24]([O:26][CH2:27][C:28]1[CH:33]=[CH:32][CH:31]=[CH:30][CH:29]=1)=[O:25].